This data is from Peptide-MHC class I binding affinity with 185,985 pairs from IEDB/IMGT. The task is: Regression. Given a peptide amino acid sequence and an MHC pseudo amino acid sequence, predict their binding affinity value. This is MHC class I binding data. (1) The peptide sequence is FRYNGLIHR. The MHC is Mamu-A02 with pseudo-sequence Mamu-A02. The binding affinity (normalized) is 0. (2) The peptide sequence is ISLNSMYTR. The MHC is HLA-A11:01 with pseudo-sequence HLA-A11:01. The binding affinity (normalized) is 0.665. (3) The binding affinity (normalized) is 0.778. The peptide sequence is DLYDMIHNV. The MHC is HLA-A02:19 with pseudo-sequence HLA-A02:19. (4) The peptide sequence is QALSPRTLNAW. The MHC is HLA-B27:05 with pseudo-sequence HLA-B27:05. The binding affinity (normalized) is 0. (5) The peptide sequence is QIGGEAIFLI. The MHC is HLA-A02:02 with pseudo-sequence HLA-A02:02. The binding affinity (normalized) is 0.806.